Dataset: Reaction yield outcomes from USPTO patents with 853,638 reactions. Task: Predict the reaction yield, written as a fraction of the theoretical maximum amount of product (1.0 means a 100% yield; for example, 0.34 means a 34% yield). (1) The reactants are [OH:1][C:2]1([C:6]2[S:7][C:8]([C:11]3[CH:12]=[C:13]([NH:18][C:19]4[N:24]=[C:23]([O:25][CH:26]5[CH2:31][CH2:30][CH:29]([C:32]([O:34]CC)=[O:33])[CH2:28][CH2:27]5)[CH:22]=[CH:21][N:20]=4)[CH:14]=[C:15]([CH3:17])[CH:16]=3)=[CH:9][N:10]=2)[CH2:5][CH2:4][CH2:3]1.CO.[OH-].[Na+].Cl. The catalyst is O1CCCC1.O. The product is [OH:1][C:2]1([C:6]2[S:7][C:8]([C:11]3[CH:12]=[C:13]([NH:18][C:19]4[N:24]=[C:23]([O:25][CH:26]5[CH2:31][CH2:30][CH:29]([C:32]([OH:34])=[O:33])[CH2:28][CH2:27]5)[CH:22]=[CH:21][N:20]=4)[CH:14]=[C:15]([CH3:17])[CH:16]=3)=[CH:9][N:10]=2)[CH2:3][CH2:4][CH2:5]1. The yield is 0.990. (2) The reactants are [Cl:1][C:2]1[CH:7]=[CH:6][C:5]([N:8]2[CH:12]=[C:11]([CH2:13][OH:14])[N:10]=[N:9]2)=[C:4]([C:15]2[CH:20]=[C:19]([O:21]C)[N:18]=[CH:17][N:16]=2)[CH:3]=1.CC(O)=O. The product is [Cl:1][C:2]1[CH:7]=[CH:6][C:5]([N:8]2[CH:12]=[C:11]([CH2:13][OH:14])[N:10]=[N:9]2)=[C:4]([C:15]2[N:16]=[CH:17][N:18]=[C:19]([OH:21])[CH:20]=2)[CH:3]=1. The catalyst is Br. The yield is 0.209. (3) The catalyst is C1COCC1.CCO. The product is [N+:1]([C:4]1[CH:5]=[C:6]([CH2:10][C:11]2[C:19]3[C:14](=[CH:15][CH:16]=[CH:17][CH:18]=3)[N:13]([CH2:20][C:21]([OH:23])=[O:22])[CH:12]=2)[CH:7]=[CH:8][CH:9]=1)([O-:3])=[O:2]. The yield is 0.690. The reactants are [N+:1]([C:4]1[CH:5]=[C:6]([CH2:10][C:11]2[C:19]3[C:14](=[CH:15][CH:16]=[CH:17][CH:18]=3)[N:13]([CH2:20][C:21]([O:23]CC)=[O:22])[CH:12]=2)[CH:7]=[CH:8][CH:9]=1)([O-:3])=[O:2].[OH-].[Na+].Cl. (4) The reactants are [S:1]1[CH:5]=[CH:4][C:3]2[CH:6]=[CH:7][C:8]([OH:10])=[CH:9][C:2]1=2.[CH3:11][C:12]([CH3:17])([CH3:16])[C:13](Cl)=[O:14]. The catalyst is N1C=CC=CC=1. The product is [S:1]1[CH:5]=[CH:4][C:3]2[CH:6]=[CH:7][C:8]([O:10][C:13](=[O:14])[C:12]([CH3:17])([CH3:16])[CH3:11])=[CH:9][C:2]1=2. The yield is 0.980. (5) The reactants are C([O-])([O-])=O.[Na+].[Na+].[CH3:7][O:8][C:9]([C:11]1[C@@H:12]2[N:26]([C:27]([O:29][C:30]([CH3:33])([CH3:32])[CH3:31])=[O:28])[C@H:15]([CH2:16][C:17]=1OS(C(F)(F)F)(=O)=O)[CH2:14][CH2:13]2)=[O:10].[OH:34][C:35]1[CH:40]=[CH:39][C:38](B(O)O)=[CH:37][CH:36]=1. The catalyst is COCCOC.C1C=CC([P]([Pd]([P](C2C=CC=CC=2)(C2C=CC=CC=2)C2C=CC=CC=2)([P](C2C=CC=CC=2)(C2C=CC=CC=2)C2C=CC=CC=2)[P](C2C=CC=CC=2)(C2C=CC=CC=2)C2C=CC=CC=2)(C2C=CC=CC=2)C2C=CC=CC=2)=CC=1. The product is [CH3:7][O:8][C:9]([C:11]1[C@@H:12]2[N:26]([C:27]([O:29][C:30]([CH3:33])([CH3:32])[CH3:31])=[O:28])[C@H:15]([CH2:16][C:17]=1[C:38]1[CH:39]=[CH:40][C:35]([OH:34])=[CH:36][CH:37]=1)[CH2:14][CH2:13]2)=[O:10]. The yield is 0.830. (6) The reactants are [S:1]1[C:5]2[CH:6]=[CH:7][C:8]([C:10]3[CH:11]=[C:12]([CH:15]=[CH:16][CH:17]=3)[CH:13]=[O:14])=[CH:9][C:4]=2[CH:3]=[CH:2]1.[BH4-].[Na+].C(O)(=O)CC(CC(O)=O)(C(O)=O)O. The catalyst is C(O)C.O1CCCC1. The product is [S:1]1[C:5]2[CH:6]=[CH:7][C:8]([C:10]3[CH:11]=[C:12]([CH2:13][OH:14])[CH:15]=[CH:16][CH:17]=3)=[CH:9][C:4]=2[CH:3]=[CH:2]1. The yield is 0.990. (7) The reactants are [CH2:1]([O:3][C:4]1[CH:5]=[C:6]([CH:12]([N:18]2[C:26](=[O:27])[C:25]3[C:20](=[CH:21][CH:22]=[CH:23][C:24]=3[NH2:28])[C:19]2=[O:29])[CH2:13][S:14]([CH3:17])(=[O:16])=[O:15])[CH:7]=[CH:8][C:9]=1[O:10][CH3:11])[CH3:2].[CH:30]1([C:33](Cl)=[O:34])[CH2:32][CH2:31]1.CO.O. The catalyst is CCOCC.CCCCCC.C(O)C. The product is [CH:30]1([C:33]([NH:28][C:24]2[CH:23]=[CH:22][CH:21]=[C:20]3[C:25]=2[C:26](=[O:27])[N:18]([CH:12]([C:6]2[CH:7]=[CH:8][C:9]([O:10][CH3:11])=[C:4]([O:3][CH2:1][CH3:2])[CH:5]=2)[CH2:13][S:14]([CH3:17])(=[O:16])=[O:15])[C:19]3=[O:29])=[O:34])[CH2:32][CH2:31]1. The yield is 0.574. (8) The reactants are [CH2:1]([O:8][C:9]1[CH:18]=[C:17]2[C:12]([C:13](Cl)=[N:14][CH:15]=[N:16]2)=[CH:11][C:10]=1[O:20][CH3:21])[C:2]1[CH:7]=[CH:6][CH:5]=[CH:4][CH:3]=1.[Cl:22][C:23]1[CH:29]=[C:28]([F:30])[C:26]([NH2:27])=[C:25]([F:31])[CH:24]=1.[H-].[Na+]. The catalyst is CN(C=O)C. The product is [CH2:1]([O:8][C:9]1[CH:18]=[C:17]2[C:12]([C:13]([NH:27][C:26]3[C:28]([F:30])=[CH:29][C:23]([Cl:22])=[CH:24][C:25]=3[F:31])=[N:14][CH:15]=[N:16]2)=[CH:11][C:10]=1[O:20][CH3:21])[C:2]1[CH:7]=[CH:6][CH:5]=[CH:4][CH:3]=1. The yield is 0.740. (9) The reactants are [NH2:1][C:2]1[CH:7]=[CH:6][N:5]=[C:4]([N:8]2[CH2:13][C@H:12]([F:14])[C@H:11]([OH:15])[C:10]([CH3:17])([CH3:16])[CH2:9]2)[N:3]=1.Br[C:19]1[N:24]=[CH:23][C:22]2[C:25]([C:32]([NH:34][CH:35]3[CH2:40][CH2:39][O:38][CH2:37][CH2:36]3)=[O:33])=[CH:26][N:27]([CH:28]([CH2:30][CH3:31])[CH3:29])[C:21]=2[CH:20]=1. No catalyst specified. The product is [CH:28]([N:27]1[C:21]2[CH:20]=[C:19]([NH:1][C:2]3[CH:7]=[CH:6][N:5]=[C:4]([N:8]4[CH2:13][C@H:12]([F:14])[C@H:11]([OH:15])[C:10]([CH3:17])([CH3:16])[CH2:9]4)[N:3]=3)[N:24]=[CH:23][C:22]=2[C:25]([C:32]([NH:34][CH:35]2[CH2:40][CH2:39][O:38][CH2:37][CH2:36]2)=[O:33])=[CH:26]1)([CH2:30][CH3:31])[CH3:29]. The yield is 0.550.